This data is from Full USPTO retrosynthesis dataset with 1.9M reactions from patents (1976-2016). The task is: Predict the reactants needed to synthesize the given product. (1) Given the product [CH3:1][C:13]1([OH:20])[CH:12]2[CH2:18][CH:16]3[CH2:17][C:10]([C:4]4[CH:5]=[CH:6][CH:7]=[CH:8][CH:9]=4)([CH2:19][CH:14]1[CH2:15]3)[CH2:11]2, predict the reactants needed to synthesize it. The reactants are: [CH3:1][Mg]I.[C:4]1([C:10]23[CH2:19][CH:14]4[CH2:15][CH:16]([CH2:18][CH:12]([C:13]4=[O:20])[CH2:11]2)[CH2:17]3)[CH:9]=[CH:8][CH:7]=[CH:6][CH:5]=1. (2) Given the product [O:4]1[C:2]2([CH2:5][CH2:18][N:17]([C:20]([O:22][C:23]([CH3:26])([CH3:25])[CH3:24])=[O:21])[CH2:16][CH2:3]2)[CH2:1]1, predict the reactants needed to synthesize it. The reactants are: [CH3:1][C:2]([CH3:5])([O-:4])[CH3:3].[K+].[I-].C[S+](C)(C)=O.O=C1C[CH2:18][N:17]([C:20]([O:22][C:23]([CH3:26])([CH3:25])[CH3:24])=[O:21])[CH2:16]C1.O.